Predict the product of the given reaction. From a dataset of Forward reaction prediction with 1.9M reactions from USPTO patents (1976-2016). (1) Given the reactants Cl[C:2]1[CH:7]=[CH:6][N:5]=[C:4]2[NH:8][C:9]([C:11]3[CH:16]=[CH:15][C:14]([CH2:17][N:18]4[CH2:23][CH2:22][O:21][CH2:20][CH2:19]4)=[CH:13][CH:12]=3)=[N:10][C:3]=12.Cl.CCOCC.[I-:30].[Na+], predict the reaction product. The product is: [I:30][C:2]1[CH:7]=[CH:6][N:5]=[C:4]2[NH:8][C:9]([C:11]3[CH:16]=[CH:15][C:14]([CH2:17][N:18]4[CH2:23][CH2:22][O:21][CH2:20][CH2:19]4)=[CH:13][CH:12]=3)=[N:10][C:3]=12. (2) Given the reactants [C:1]([C:4]1[C:22](=[O:23])[C@@:8]2([CH3:24])[C:9]3[C:15]([OH:16])=[CH:14][C:13]([O:17][CH3:18])=[C:12]([C:19]([NH2:21])=[O:20])[C:10]=3[O:11][C:7]2=[CH:6][C:5]=1[OH:25])(=[O:3])[CH3:2].[CH2:26]([C:30]1[CH:39]=[CH:38][C:37]2[C:32](=[CH:33][CH:34]=[CH:35][CH:36]=2)[C:31]=1[CH:40]=O)[CH2:27][CH2:28][CH3:29].C([SiH](CC)CC)C.FC(F)(F)C(O)=O, predict the reaction product. The product is: [C:1]([C:4]1[C:22](=[O:23])[C@@:8]2([CH3:24])[C:9]3[C:15]([OH:16])=[CH:14][C:13]([O:17][CH3:18])=[C:12]([C:19]([NH:21][CH2:40][C:31]4[C:32]5[C:37](=[CH:36][CH:35]=[CH:34][CH:33]=5)[CH:38]=[CH:39][C:30]=4[CH2:26][CH2:27][CH2:28][CH3:29])=[O:20])[C:10]=3[O:11][C:7]2=[CH:6][C:5]=1[OH:25])(=[O:3])[CH3:2]. (3) Given the reactants Br.[NH2:2][C:3](=[O:24])[CH:4]([OH:23])[CH:5]([NH:12]C(=O)OCC1C=CC=CC=1)[CH2:6][C:7]1[S:8][CH:9]=[CH:10][CH:11]=1, predict the reaction product. The product is: [NH2:12][CH:5]([CH2:6][C:7]1[S:8][CH:9]=[CH:10][CH:11]=1)[CH:4]([OH:23])[C:3]([NH2:2])=[O:24]. (4) Given the reactants [CH3:1][C:2]1([CH3:18])[O:4][CH:3]1[C:5]([NH:7][CH2:8][C:9]1[CH:14]=[CH:13][CH:12]=[CH:11][C:10]=1[N+:15]([O-:17])=[O:16])=[O:6].[H-].[Al+3].[Li+].[H-].[H-].[H-].[Cl-].[Na+].Cl, predict the reaction product. The product is: [OH:4][C:2]([CH3:18])([CH3:1])[CH2:3][C:5]([NH:7][CH2:8][C:9]1[CH:14]=[CH:13][CH:12]=[CH:11][C:10]=1[N+:15]([O-:17])=[O:16])=[O:6]. (5) Given the reactants [Cl:1][C:2]1[CH:3]=[CH:4][C:5]([C:8]2[C:17]3[C:12](=[CH:13][C:14]([O:18][Si](C(C)(C)C)(C)C)=[CH:15][CH:16]=3)[O:11][C:10]([CH3:27])([CH3:26])[CH:9]=2)=[N:6][CH:7]=1.[F-].C([N+](CCCC)(CCCC)CCCC)CCC, predict the reaction product. The product is: [Cl:1][C:2]1[CH:3]=[CH:4][C:5]([C:8]2[C:17]3[C:12](=[CH:13][C:14]([OH:18])=[CH:15][CH:16]=3)[O:11][C:10]([CH3:27])([CH3:26])[CH:9]=2)=[N:6][CH:7]=1.